From a dataset of Peptide-MHC class II binding affinity with 134,281 pairs from IEDB. Regression. Given a peptide amino acid sequence and an MHC pseudo amino acid sequence, predict their binding affinity value. This is MHC class II binding data. The peptide sequence is KPLLIIAEDVEGEY. The MHC is DRB3_0202 with pseudo-sequence DRB3_0202. The binding affinity (normalized) is 0.